Dataset: Catalyst prediction with 721,799 reactions and 888 catalyst types from USPTO. Task: Predict which catalyst facilitates the given reaction. (1) Reactant: [CH:1]1([N:6]2[C:11](=[O:12])[C:10]([C:13]([NH:15][CH2:16][C:17]([O:19]CC)=[O:18])=[O:14])=[C:9]([OH:22])[C:8]([C:23](OC)=[O:24])=[C:7]2[OH:27])[CH2:5][CH2:4][CH2:3][CH2:2]1.C(N(C(C)C)CC)(C)C.Cl.[CH:38]1([CH2:41][CH2:42][NH2:43])[CH2:40][CH2:39]1.Cl. Product: [CH:1]1([N:6]2[C:7]([OH:27])=[C:8]([C:23]([NH:43][CH2:42][CH2:41][CH:38]3[CH2:40][CH2:39]3)=[O:24])[C:9]([OH:22])=[C:10]([C:13]([NH:15][CH2:16][C:17]([OH:19])=[O:18])=[O:14])[C:11]2=[O:12])[CH2:5][CH2:4][CH2:3][CH2:2]1. The catalyst class is: 22. (2) Reactant: [Br:1][C:2]1[CH:3]=[C:4]([C:15]([NH:17][CH2:18][C:19]2[C:20]([CH3:35])=[CH:21][C:22]([NH:27]C(=O)OC(C)(C)C)=[N:23][C:24]=2[O:25]C)=[O:16])[C:5]2[C:6]([CH3:14])=[CH:7][N:8]([CH:11]([CH3:13])[CH3:12])[C:9]=2[CH:10]=1.[Si](I)(C)(C)C. Product: [NH4+:8].[OH-:16].[CH3:15][OH:16].[NH2:27][C:22]1[NH:23][C:24](=[O:25])[C:19]([CH2:18][NH:17][C:15]([C:4]2[C:5]3[C:6]([CH3:14])=[CH:7][N:8]([CH:11]([CH3:12])[CH3:13])[C:9]=3[CH:10]=[C:2]([Br:1])[CH:3]=2)=[O:16])=[C:20]([CH3:35])[CH:21]=1. The catalyst class is: 291. (3) Reactant: [C:1]([OH:5])(=O)[CH:2]=[CH2:3].[C:6]([OH:10])(=O)[CH:7]=[CH2:8].[C:11](O)(=O)[CH:12]=[CH2:13].[C:16](O)(=O)[CH:17]=[CH2:18].[C:21](O)(=O)C=C.C(O)(=O)C=C.OCC(CO)(CO)CO.C(O)(=O)C=C.NC(OCC)=O.C1(=O)OCCCCC1.OCC(CO)(COCC(CO)(CO)CO)CO. Product: [CH2:11]1[CH2:8][CH2:7][C:6]([OH:10])([C:1]([C:2]2[CH:3]=[CH:21][CH:16]=[CH:17][CH:18]=2)=[O:5])[CH2:13][CH2:12]1. The catalyst class is: 32.